Predict the reactants needed to synthesize the given product. From a dataset of Full USPTO retrosynthesis dataset with 1.9M reactions from patents (1976-2016). (1) Given the product [NH2:1][C:2]1[N:3]=[CH:4][C:5]2[CH2:11][N:10]([C:12]3[CH:13]=[C:14]([CH:18]=[CH:19][CH:20]=3)[C:15]([NH:38][C:37]3[CH:39]=[CH:40][C:34]([F:33])=[C:35]([C:41]([F:44])([F:42])[F:43])[CH:36]=3)=[O:16])[CH2:9][CH2:8][C:6]=2[N:7]=1, predict the reactants needed to synthesize it. The reactants are: [NH2:1][C:2]1[N:3]=[CH:4][C:5]2[CH2:11][N:10]([C:12]3[CH:13]=[C:14]([CH:18]=[CH:19][CH:20]=3)[C:15](O)=[O:16])[CH2:9][CH2:8][C:6]=2[N:7]=1.C(N1C=CN=C1)(N1C=CN=C1)=O.[F:33][C:34]1[CH:40]=[CH:39][C:37]([NH2:38])=[CH:36][C:35]=1[C:41]([F:44])([F:43])[F:42].O. (2) Given the product [NH2:1][C@H:2]1[CH2:7][CH2:6][C@H:5]([NH:8][C:17]([NH:16][CH:19]2[CH2:24][CH2:23][CH2:22][CH2:21][CH2:20]2)=[O:18])[CH2:4][CH2:3]1, predict the reactants needed to synthesize it. The reactants are: [NH2:1][C@H:2]1[CH2:7][CH2:6][C@H:5]([NH2:8])[CH2:4][CH2:3]1.C(O)(C)C.C(=O)=O.[N:16]([CH:19]1[CH2:24][CH2:23][CH2:22][CH2:21][CH2:20]1)=[C:17]=[O:18]. (3) Given the product [Cl:12][C:9]1[CH:10]=[CH:11][C:2]([NH:1][C:17](=[O:18])[CH2:16][O:15][CH2:13][CH3:14])=[C:3]([CH:8]=1)[C:4]([O:6][CH3:7])=[O:5], predict the reactants needed to synthesize it. The reactants are: [NH2:1][C:2]1[CH:11]=[CH:10][C:9]([Cl:12])=[CH:8][C:3]=1[C:4]([O:6][CH3:7])=[O:5].[CH2:13]([O:15][CH2:16][C:17](Cl)=[O:18])[CH3:14]. (4) Given the product [CH:8]([C:11]1[CH:20]=[CH:19][C:18]2[C:13](=[C:14]([N:21]3[CH2:26][CH2:25][CH:24]([CH2:27][NH:28][C:29](=[O:35])[O:30][C:31]([CH3:33])([CH3:32])[CH3:34])[CH2:23][CH2:22]3)[CH:15]=[CH:16][CH:17]=2)[N:12]=1)=[O:7], predict the reactants needed to synthesize it. The reactants are: I([O-])(=O)(=O)=O.[Na+].[OH:7][CH:8]([C:11]1[CH:20]=[CH:19][C:18]2[C:13](=[C:14]([N:21]3[CH2:26][CH2:25][CH:24]([CH2:27][NH:28][C:29](=[O:35])[O:30][C:31]([CH3:34])([CH3:33])[CH3:32])[CH2:23][CH2:22]3)[CH:15]=[CH:16][CH:17]=2)[N:12]=1)CO. (5) The reactants are: [CH:1]([Si:4](Cl)([CH:8]([CH3:10])[CH3:9])[CH:5]([CH3:7])[CH3:6])([CH3:3])[CH3:2].[F:12][C:13]1[CH:14]=[CH:15][C:16]2[N:17]([C:19]([C@@H:22]3[CH2:26][CH2:25][CH2:24][N:23]3[CH2:27][CH2:28][CH2:29][OH:30])=[N:20][N:21]=2)[CH:18]=1.CCN(CC)CC. Given the product [F:12][C:13]1[CH:14]=[CH:15][C:16]2[N:17]([C:19]([C@@H:22]3[CH2:26][CH2:25][CH2:24][N:23]3[CH2:27][CH2:28][CH2:29][O:30][Si:4]([CH:8]([CH3:10])[CH3:9])([CH:5]([CH3:7])[CH3:6])[CH:1]([CH3:3])[CH3:2])=[N:20][N:21]=2)[CH:18]=1, predict the reactants needed to synthesize it. (6) The reactants are: [CH3:1][C:2]1[CH:7]=[CH:6][CH:5]=[CH:4][C:3]=1[C:8]1[C:9]2[CH:16]=[C:15]([CH2:17][O:18][C:19]3[CH:24]=[CH:23][C:22]([CH:25]([C:31]#[C:32][CH3:33])[CH2:26][C:27]([O:29]C)=[O:28])=[CH:21][CH:20]=3)[CH:14]=[CH:13][C:10]=2[S:11][CH:12]=1.[OH-].[Na+].C(O)(=O)CC(CC(O)=O)(C(O)=O)O. Given the product [CH3:1][C:2]1[CH:7]=[CH:6][CH:5]=[CH:4][C:3]=1[C:8]1[C:9]2[CH:16]=[C:15]([CH2:17][O:18][C:19]3[CH:20]=[CH:21][C:22]([CH:25]([C:31]#[C:32][CH3:33])[CH2:26][C:27]([OH:29])=[O:28])=[CH:23][CH:24]=3)[CH:14]=[CH:13][C:10]=2[S:11][CH:12]=1, predict the reactants needed to synthesize it.